Regression. Given a peptide amino acid sequence and an MHC pseudo amino acid sequence, predict their binding affinity value. This is MHC class I binding data. From a dataset of Peptide-MHC class I binding affinity with 185,985 pairs from IEDB/IMGT. (1) The peptide sequence is YALATQVEF. The MHC is HLA-B15:01 with pseudo-sequence HLA-B15:01. The binding affinity (normalized) is 0.655. (2) The peptide sequence is KTGEKSRCY. The MHC is HLA-A26:01 with pseudo-sequence HLA-A26:01. The binding affinity (normalized) is 0. (3) The peptide sequence is IQFMMSRRR. The MHC is HLA-A33:01 with pseudo-sequence HLA-A33:01. The binding affinity (normalized) is 0.328. (4) The peptide sequence is LLIVSGIFPY. The MHC is HLA-B15:01 with pseudo-sequence HLA-B15:01. The binding affinity (normalized) is 0.925. (5) The peptide sequence is YTAVVPLVY. The MHC is HLA-A29:02 with pseudo-sequence HLA-A29:02. The binding affinity (normalized) is 0.844.